From a dataset of Reaction yield outcomes from USPTO patents with 853,638 reactions. Predict the reaction yield, written as a fraction of the theoretical maximum amount of product (1.0 means a 100% yield; for example, 0.34 means a 34% yield). (1) The reactants are [F:1][C:2]1([F:13])[CH2:7][CH2:6][CH:5]([C:8](OCC)=[O:9])[CH2:4][CH2:3]1.Cl.[CH3:15][O:16][NH:17][CH3:18].C([Mg]Cl)(C)C. The catalyst is C1COCC1. The product is [F:13][C:2]1([F:1])[CH2:3][CH2:4][CH:5]([C:8]([N:17]([O:16][CH3:15])[CH3:18])=[O:9])[CH2:6][CH2:7]1. The yield is 0.670. (2) The reactants are [C:1]1([CH3:32])[CH:6]=[CH:5][C:4]([S:7]([N:10]2[CH2:19][CH:18]([C:20]3[CH:25]=[CH:24][C:23]([O:26][CH3:27])=[C:22]([O:28][CH3:29])[C:21]=3[CH2:30]O)[C:17]3[C:12](=[CH:13][CH:14]=[CH:15][CH:16]=3)[CH2:11]2)(=[O:9])=[O:8])=[CH:3][CH:2]=1. The catalyst is S(=O)(=O)(O)O. The product is [CH3:29][O:28][C:22]1[C:23]([O:26][CH3:27])=[CH:24][CH:25]=[C:20]2[C:21]=1[CH2:30][C:16]1[C:17]3[CH:18]2[CH2:19][N:10]([S:7]([C:4]2[CH:5]=[CH:6][C:1]([CH3:32])=[CH:2][CH:3]=2)(=[O:8])=[O:9])[CH2:11][C:12]=3[CH:13]=[CH:14][CH:15]=1. The yield is 0.820. (3) The yield is 0.980. The reactants are [Cl:1][C:2]([F:13])([F:12])[C:3]1[N:8]=[CH:7][C:6]([CH:9](O)[CH3:10])=[CH:5][CH:4]=1.S(Cl)([Cl:16])=O. The catalyst is C(Cl)Cl. The product is [Cl:1][C:2]([F:13])([F:12])[C:3]1[CH:4]=[CH:5][C:6]([CH:9]([Cl:16])[CH3:10])=[CH:7][N:8]=1.